Dataset: Full USPTO retrosynthesis dataset with 1.9M reactions from patents (1976-2016). Task: Predict the reactants needed to synthesize the given product. (1) The reactants are: [CH:1]([N:4]([CH:7]([CH3:9])C)[CH2:5][CH3:6])([CH3:3])C.ClC1C=[CH:17][C:14]([C:15]#[N:16])=[CH:13][N:12]=1.[C:19]([O:23][C:24](C1CCNC1)=[O:25])([CH3:22])([CH3:21])[CH3:20].C[N:32](C=O)C. Given the product [C:19]([O:23][C:24](=[O:25])[NH:32][CH:9]1[CH2:6][CH2:5][N:4]([C:1]2[CH:3]=[CH:17][C:14]([C:15]#[N:16])=[CH:13][N:12]=2)[CH2:7]1)([CH3:22])([CH3:21])[CH3:20], predict the reactants needed to synthesize it. (2) Given the product [OH:28][C:24]1[CH:23]=[C:22]([CH:27]=[CH:26][CH:25]=1)[CH2:21][N:8]([C:5]1[CH:4]=[CH:3][C:2]([I:1])=[CH:7][CH:6]=1)[S:9]([C:12]1[C:17]([CH3:18])=[CH:16][C:15]([CH3:19])=[CH:14][C:13]=1[CH3:20])(=[O:11])=[O:10], predict the reactants needed to synthesize it. The reactants are: [I:1][C:2]1[CH:7]=[CH:6][C:5]([N:8]([CH2:21][C:22]2[CH:27]=[CH:26][CH:25]=[C:24]([O:28]C3CCCCO3)[CH:23]=2)[S:9]([C:12]2[C:17]([CH3:18])=[CH:16][C:15]([CH3:19])=[CH:14][C:13]=2[CH3:20])(=[O:11])=[O:10])=[CH:4][CH:3]=1.Cl.C([SiH](CC)CC)C.C(=O)(O)[O-].[Na+]. (3) Given the product [C:1]([O:5][C:6]([N:8]1[CH2:13][CH2:12][C:11]([C:14]2[CH:19]=[CH:18][C:17]([Cl:20])=[CH:16][CH:15]=2)([C:21]2[CH:26]=[CH:25][C:24]([B:28]3[O:32][C:31]([CH3:34])([CH3:33])[C:30]([CH3:36])([CH3:35])[O:29]3)=[CH:23][CH:22]=2)[CH2:10][CH2:9]1)=[O:7])([CH3:4])([CH3:3])[CH3:2], predict the reactants needed to synthesize it. The reactants are: [C:1]([O:5][C:6]([N:8]1[CH2:13][CH2:12][C:11]([C:21]2[CH:26]=[CH:25][C:24](Br)=[CH:23][CH:22]=2)([C:14]2[CH:19]=[CH:18][C:17]([Cl:20])=[CH:16][CH:15]=2)[CH2:10][CH2:9]1)=[O:7])([CH3:4])([CH3:3])[CH3:2].[B:28]1([B:28]2[O:32][C:31]([CH3:34])([CH3:33])[C:30]([CH3:36])([CH3:35])[O:29]2)[O:32][C:31]([CH3:34])([CH3:33])[C:30]([CH3:36])([CH3:35])[O:29]1.C([O-])(=O)C.[K+]. (4) Given the product [Br:13][C:9]1[N:10]=[C:11]([OH:14])[C:6]([NH:5][CH:1]2[CH2:4][CH2:3][CH2:2]2)=[N:7][CH:8]=1, predict the reactants needed to synthesize it. The reactants are: [CH:1]1([NH:5][C:6]2[C:11](Br)=[N:10][C:9]([Br:13])=[CH:8][N:7]=2)[CH2:4][CH2:3][CH2:2]1.[OH-:14].[K+].C. (5) Given the product [NH2:15][CH:16]([C:23]1[CH:24]=[CH:25][C:26]([Br:29])=[CH:27][CH:28]=1)[CH2:17][C:18]([OH:20])=[O:19], predict the reactants needed to synthesize it. The reactants are: P([O-])([O-])([O-])=O.[K+].[K+].[K+].COC(C)(C)C.[NH2:15][CH:16]([C:23]1[CH:28]=[CH:27][C:26]([Br:29])=[CH:25][CH:24]=1)[CH2:17][C:18]([O:20]CC)=[O:19]. (6) Given the product [N:1]1[CH:6]=[CH:5][C:4]([N:7]2[CH2:8][CH2:9][CH:10]([CH2:11][OH:12])[CH2:15][CH2:16]2)=[CH:3][CH:2]=1, predict the reactants needed to synthesize it. The reactants are: [N:1]1[CH:6]=[CH:5][C:4]([N:7]2[CH2:16][CH2:15][CH:10]([C:11](OC)=[O:12])[CH2:9][CH2:8]2)=[CH:3][CH:2]=1.[H-].[Al+3].[Li+].[H-].[H-].[H-].